Dataset: Full USPTO retrosynthesis dataset with 1.9M reactions from patents (1976-2016). Task: Predict the reactants needed to synthesize the given product. Given the product [CH:1]([C:3]1[CH:4]=[C:5]([N:13]2[CH2:17][CH2:16][CH2:15][CH:14]2[C:18]([OH:20])=[O:19])[CH:6]=[C:7]([C:9]([F:11])([F:12])[F:10])[CH:8]=1)=[O:2], predict the reactants needed to synthesize it. The reactants are: [CH:1]([C:3]1[CH:4]=[C:5]([N:13]2[CH2:17][CH2:16][CH2:15][CH:14]2[C:18]([O:20]CC)=[O:19])[CH:6]=[C:7]([C:9]([F:12])([F:11])[F:10])[CH:8]=1)=[O:2].[OH-].[Li+].O1CCCC1.Cl.